This data is from Catalyst prediction with 721,799 reactions and 888 catalyst types from USPTO. The task is: Predict which catalyst facilitates the given reaction. (1) Reactant: [Br:1][C:2]1[CH:11]=[CH:10][C:9]2[C:4](=[CH:5][CH:6]=[C:7]([NH2:13])[C:8]=2[NH2:12])[CH:3]=1.[C:14]([O:18][C:19]([N:21]1[C@H:26]([C:27](O)=[O:28])[C@H:25]2[CH2:30][C@@H:22]1[CH2:23][CH2:24]2)=[O:20])([CH3:17])([CH3:16])[CH3:15].CN(C(ON1N=NC2C=CC=NC1=2)=[N+](C)C)C.F[P-](F)(F)(F)(F)F.CCN(C(C)C)C(C)C. Product: [NH2:12][C:8]1[C:9]2[C:4](=[CH:3][C:2]([Br:1])=[CH:11][CH:10]=2)[CH:5]=[CH:6][C:7]=1[NH:13][C:27]([C@@H:26]1[C@H:25]2[CH2:30][C@H:22]([CH2:23][CH2:24]2)[N:21]1[C:19]([O:18][C:14]([CH3:17])([CH3:16])[CH3:15])=[O:20])=[O:28]. The catalyst class is: 2. (2) Reactant: CC(C)[O-].[Al+3:5].CC(C)[O-].CC(C)[O-].[C:14]([OH:23])(=[O:22])[CH2:15][CH2:16][CH2:17][CH2:18][CH2:19][CH2:20][CH3:21]. Product: [C:14]([O-:23])(=[O:22])[CH2:15][CH2:16][CH2:17][CH2:18][CH2:19][CH2:20][CH3:21].[C:14]([O-:23])(=[O:22])[CH2:15][CH2:16][CH2:17][CH2:18][CH2:19][CH2:20][CH3:21].[C:14]([O-:23])(=[O:22])[CH2:15][CH2:16][CH2:17][CH2:18][CH2:19][CH2:20][CH3:21].[Al+3:5]. The catalyst class is: 11. (3) Reactant: [SH:1]CCC(O)=O.[CH3:7][O-:8].[Na+].[Na].C1(C)C=CC(S(O[CH2:21][CH2:22]/[CH:23]=[CH:24]\[CH2:25]/[CH:26]=[CH:27]\[CH2:28][CH3:29])(=O)=O)=CC=1.Cl.C(O[CH2:35][CH3:36])C. Product: [CH2:27]([CH2:28][CH2:29][C:7]([OH:8])=[S:1])[CH2:26]/[CH:25]=[CH:24]/[CH2:23]/[CH:22]=[CH:21]/[CH2:35][CH3:36]. The catalyst class is: 5.